Dataset: Full USPTO retrosynthesis dataset with 1.9M reactions from patents (1976-2016). Task: Predict the reactants needed to synthesize the given product. (1) Given the product [OH:8][CH2:9][CH:10]1[CH2:18][C:17]2[C:12](=[CH:13][CH:14]=[C:15]([N:19]3[CH2:23][C@H:22]([CH2:24][NH:25][C:26](=[O:28])[CH3:27])[O:21][C:20]3=[O:29])[CH:16]=2)[N:11]1[CH:30]=[O:31], predict the reactants needed to synthesize it. The reactants are: [Si]([O:8][CH2:9][CH:10]1[CH2:18][C:17]2[C:12](=[CH:13][CH:14]=[C:15]([N:19]3[CH2:23][C@H:22]([CH2:24][NH:25][C:26](=[O:28])[CH3:27])[O:21][C:20]3=[O:29])[CH:16]=2)[N:11]1[CH:30]=[O:31])(C(C)(C)C)(C)C.[F-].C([N+](CCCC)(CCCC)CCCC)CCC. (2) Given the product [NH2:33][C:29]1([C:26]2[CH:27]=[CH:28][C:23]([C:14]3[C:15]([C:17]4[CH:18]=[CH:19][CH:20]=[CH:21][CH:22]=4)=[CH:16][C:9]4[N:8]5[C:4]([C:1]([NH2:2])=[O:3])=[N:5][N:6]=[C:7]5[CH2:12][O:11][C:10]=4[N:13]=3)=[CH:24][CH:25]=2)[CH2:30][CH2:31][CH2:32]1, predict the reactants needed to synthesize it. The reactants are: [C:1]([C:4]1[N:8]2[C:9]3[CH:16]=[C:15]([C:17]4[CH:22]=[CH:21][CH:20]=[CH:19][CH:18]=4)[C:14]([C:23]4[CH:28]=[CH:27][C:26]([C:29]5([NH:33]C(=O)OC(C)(C)C)[CH2:32][CH2:31][CH2:30]5)=[CH:25][CH:24]=4)=[N:13][C:10]=3[O:11][CH2:12][C:7]2=[N:6][N:5]=1)(=[O:3])[NH2:2].CO. (3) Given the product [Cl:20][C:7]1[CH:8]=[C:9]2[C:4](=[CH:5][CH:6]=1)[N:3]=[C:2]([N:23]([CH2:24][CH3:25])[CH2:21][CH3:22])[C:11]([C:12]#[N:13])=[C:10]2[C:14]1[CH:19]=[CH:18][CH:17]=[CH:16][CH:15]=1, predict the reactants needed to synthesize it. The reactants are: Cl[C:2]1[C:11]([C:12]#[N:13])=[C:10]([C:14]2[CH:19]=[CH:18][CH:17]=[CH:16][CH:15]=2)[C:9]2[C:4](=[CH:5][CH:6]=[C:7]([Cl:20])[CH:8]=2)[N:3]=1.[CH2:21]([NH:23][CH2:24][CH3:25])[CH3:22].